Predict the reaction yield, written as a fraction of the theoretical maximum amount of product (1.0 means a 100% yield; for example, 0.34 means a 34% yield). From a dataset of Reaction yield outcomes from USPTO patents with 853,638 reactions. (1) The reactants are C[Al](C)C.[CH3:5][O:6][CH2:7][CH2:8][NH2:9].C[O:11][C:12](=O)[C:13]1[CH:18]=[CH:17][C:16]([O:19][CH2:20][C:21]2[C:22]([C:28]3[CH:33]=[CH:32][C:31]([F:34])=[C:30]([F:35])[CH:29]=3)=[N:23][O:24][C:25]=2[CH2:26][OH:27])=[N:15][CH:14]=1. The catalyst is O1CCOCC1. The product is [F:35][C:30]1[CH:29]=[C:28]([C:22]2[C:21]([CH2:20][O:19][C:16]3[CH:17]=[CH:18][C:13]([C:12]([NH:9][CH2:8][CH2:7][O:6][CH3:5])=[O:11])=[CH:14][N:15]=3)=[C:25]([CH2:26][OH:27])[O:24][N:23]=2)[CH:33]=[CH:32][C:31]=1[F:34]. The yield is 0.130. (2) The reactants are [Cl:1][C:2]1[C:3](=[O:12])[N:4]([CH2:9][O:10][CH3:11])[N:5]=[CH:6][C:7]=1Cl.[CH3:13][O-:14].[Na+]. The catalyst is CO. The product is [Cl:1][C:2]1[C:3](=[O:12])[N:4]([CH2:9][O:10][CH3:11])[N:5]=[CH:6][C:7]=1[O:14][CH3:13]. The yield is 0.980. (3) The reactants are [C:1]([C:7]([O:9][CH3:10])=[O:8])#[C:2][C:3]([O:5][CH3:6])=[O:4].[F:11][C:12]1[C:18]([CH3:19])=[CH:17][CH:16]=[CH:15][C:13]=1[NH2:14]. The catalyst is CO. The product is [F:11][C:12]1[C:18]([CH3:19])=[CH:17][CH:16]=[CH:15][C:13]=1/[N:14]=[C:2](\[CH2:1][C:7]([O:9][CH3:10])=[O:8])/[C:3]([O:5][CH3:6])=[O:4]. The yield is 0.930. (4) The reactants are Cl[C:2]1[C:7]([C:8]#[N:9])=[CH:6][N:5]=[C:4]2[C:10]3[CH:16]=[CH:15][CH:14]=[CH:13][C:11]=3[O:12][C:3]=12.[NH2:17][C:18]1[CH:23]=[C:22]([OH:24])[C:21]([CH3:25])=[CH:20][CH:19]=1. The catalyst is C(OCCO)C. The product is [OH:24][C:22]1[CH:23]=[C:18]([NH:17][C:2]2[C:7]([C:8]#[N:9])=[CH:6][N:5]=[C:4]3[C:10]4[CH:16]=[CH:15][CH:14]=[CH:13][C:11]=4[O:12][C:3]=23)[CH:19]=[CH:20][C:21]=1[CH3:25]. The yield is 0.720. (5) The reactants are C(Cl)(=O)C(Cl)=O.CS(C)=O.[Si:11]([O:18][CH:19]1[CH2:22][CH:21]([CH2:23][OH:24])[CH2:20]1)([C:14]([CH3:17])([CH3:16])[CH3:15])([CH3:13])[CH3:12]. The catalyst is C(Cl)Cl. The product is [Si:11]([O:18][CH:19]1[CH2:20][CH:21]([CH:23]=[O:24])[CH2:22]1)([C:14]([CH3:17])([CH3:16])[CH3:15])([CH3:13])[CH3:12]. The yield is 0.440. (6) The yield is 0.420. The reactants are [NH2:1][CH2:2][CH2:3][N:4]1[C:12]2[CH2:11][CH2:10][CH2:9][CH2:8][C:7]=2[CH:6]=[C:5]1[C:13]([O:15]CC)=O.[O-]CC.[Na+]. The catalyst is C(O)C. The product is [C:13]1(=[O:15])[C:5]2=[CH:6][C:7]3[CH2:8][CH2:9][CH2:10][CH2:11][C:12]=3[N:4]2[CH2:3][CH2:2][NH:1]1. (7) The reactants are [CH3:1][C:2]1[CH:3]=[C:4]([NH2:9])[C:5]([NH2:8])=[CH:6][CH:7]=1.[CH:10]([CH:12]=O)=O. The catalyst is C(O)(C)C. The product is [CH3:1][C:2]1[CH:3]=[C:4]2[C:5](=[CH:6][CH:7]=1)[N:8]=[CH:12][CH:10]=[N:9]2. The yield is 0.930. (8) The reactants are [CH2:1]([O:3][C:4](=[O:21])[C:5](Cl)=[N:6][NH:7][C:8]1[CH:13]=[C:12]([Br:14])[CH:11]=[CH:10][C:9]=1[O:15][CH2:16][CH2:17][C:18]#[CH:19])[CH3:2].C(N(CC)CC)C. The catalyst is C1(C)C=CC=CC=1. The product is [CH2:1]([O:3][C:4]([C:5]1[CH:19]=[C:18]2[N:7]([N:6]=1)[C:8]1[CH:13]=[C:12]([Br:14])[CH:11]=[CH:10][C:9]=1[O:15][CH2:16][CH2:17]2)=[O:21])[CH3:2]. The yield is 0.850. (9) The reactants are [Br-].[CH:2]1([CH2:5][P+](C2C=CC=CC=2)(C2C=CC=CC=2)C2C=CC=CC=2)[CH2:4][CH2:3]1.C([Li])CCC.Cl[C:31]1[C:32]2[N:33]([CH:37]=[C:38]([C:40]3[CH:45]=[CH:44][C:43]([F:46])=[CH:42][C:41]=3[F:47])[N:39]=2)[CH:34]=[CH:35][N:36]=1.C([O-])([O-])=O.[Na+].[Na+]. The catalyst is COCCOC.O. The product is [CH:2]1([CH2:5][C:31]2[C:32]3[N:33]([CH:37]=[C:38]([C:40]4[CH:45]=[CH:44][C:43]([F:46])=[CH:42][C:41]=4[F:47])[N:39]=3)[CH:34]=[CH:35][N:36]=2)[CH2:4][CH2:3]1. The yield is 0.290.